This data is from Forward reaction prediction with 1.9M reactions from USPTO patents (1976-2016). The task is: Predict the product of the given reaction. (1) Given the reactants Cl[C:2]1[C:7]([N+:8]([O-:10])=[O:9])=[CH:6][C:5]([S:11]([CH:14]([CH3:16])[CH3:15])(=[O:13])=[O:12])=[CH:4][N:3]=1.[CH3:17][N:18]([CH3:22])[CH2:19][CH2:20][NH2:21], predict the reaction product. The product is: [CH:14]([S:11]([C:5]1[CH:6]=[C:7]([N+:8]([O-:10])=[O:9])[C:2]([NH:21][CH2:20][CH2:19][N:18]([CH3:22])[CH3:17])=[N:3][CH:4]=1)(=[O:13])=[O:12])([CH3:16])[CH3:15]. (2) Given the reactants Cl[C:2]1[C:7]2[CH:8]=[CH:9][O:10][C:6]=2[CH:5]=[CH:4][N:3]=1.[C:11]([NH2:15])(=[O:14])[CH:12]=[CH2:13].C([O-])(=O)C.[Na+].C1(C)C=CC=CC=1P(C1C=CC=CC=1C)C1C=CC=CC=1C, predict the reaction product. The product is: [O:10]1[C:6]2[CH:5]=[CH:4][N:3]=[C:2](/[CH:13]=[CH:12]/[C:11]([NH2:15])=[O:14])[C:7]=2[CH:8]=[CH:9]1. (3) Given the reactants [NH2:1][C:2]1[CH:3]=[CH:4][C:5]([CH3:21])=[C:6]([C:8]2[CH:13]=[CH:12][C:11]([C:14]([NH:16][CH2:17][CH:18]3[CH2:20][CH2:19]3)=[O:15])=[CH:10][CH:9]=2)[CH:7]=1.[C:22](O)(=[O:27])[CH2:23][CH:24]([CH3:26])[CH3:25], predict the reaction product. The product is: [CH:18]1([CH2:17][NH:16][C:14]([C:11]2[CH:12]=[CH:13][C:8]([C:6]3[C:5]([CH3:21])=[CH:4][CH:3]=[C:2]([NH:1][C:22](=[O:27])[CH2:23][CH:24]([CH3:26])[CH3:25])[CH:7]=3)=[CH:9][CH:10]=2)=[O:15])[CH2:20][CH2:19]1.